This data is from Forward reaction prediction with 1.9M reactions from USPTO patents (1976-2016). The task is: Predict the product of the given reaction. (1) Given the reactants [CH3:1][C:2]1[NH:3][C:4]2[C:9]([CH:10]=1)=[C:8]([C:11]([F:14])([F:13])[F:12])[C:7]([C:15]#[N:16])=[CH:6][CH:5]=2.Br[CH2:18][C:19]1[O:23][C:22]([C:24]2[CH:29]=[CH:28][CH:27]=[C:26]([C:30]([F:33])([F:32])[F:31])[CH:25]=2)=[N:21][CH:20]=1, predict the reaction product. The product is: [CH3:1][C:2]1[N:3]([CH2:18][C:19]2[O:23][C:22]([C:24]3[CH:29]=[CH:28][CH:27]=[C:26]([C:30]([F:33])([F:31])[F:32])[CH:25]=3)=[N:21][CH:20]=2)[C:4]2[C:9]([CH:10]=1)=[C:8]([C:11]([F:12])([F:14])[F:13])[C:7]([C:15]#[N:16])=[CH:6][CH:5]=2. (2) Given the reactants [NH2:1][C:2]1[N:6]([CH3:7])[C:5](=[O:8])[C:4]([C:19]2[CH:24]=[CH:23][C:22]([O:25][CH:26]([F:28])[F:27])=[C:21]([CH3:29])[CH:20]=2)([C:9]2[CH:14]=[CH:13][CH:12]=[C:11]([C:15]#[C:16][CH2:17][F:18])[CH:10]=2)[N:3]=1.Br[C:31]1C=C(C(=O)C(C2C=CC(OC(F)F)=C(C3CC3)C=2)=O)C=C[CH:36]=1.C(O)C#C, predict the reaction product. The product is: [NH2:1][C:2]1[N:6]([CH3:7])[C:5](=[O:8])[C:4]([C:19]2[CH:24]=[CH:23][C:22]([O:25][CH:26]([F:28])[F:27])=[C:21]([CH:29]3[CH2:36][CH2:31]3)[CH:20]=2)([C:9]2[CH:14]=[CH:13][CH:12]=[C:11]([C:15]#[C:16][CH2:17][F:18])[CH:10]=2)[N:3]=1. (3) Given the reactants [C:1]([O:10][CH2:11][CH:12]=[CH2:13])(=[O:9])[CH2:2][C:3]([O:5][CH2:6][CH:7]=[CH2:8])=[O:4].[H-].[Na+].I.I[CH2:18][C:19]1[CH:20]=[N:21][CH:22]=[CH:23][CH:24]=1.O, predict the reaction product. The product is: [CH2:11]([O:10][C:1](=[O:9])[CH:2]([CH2:18][C:19]1[CH:20]=[N:21][CH:22]=[CH:23][CH:24]=1)[C:3]([O:5][CH2:6][CH:7]=[CH2:8])=[O:4])[CH:12]=[CH2:13]. (4) Given the reactants [CH3:1][O:2][C:3]1[CH:12]=[C:11]2[C:6]([CH:7]=[C:8]([C:14]([NH:16][C:17]3[CH:18]=[C:19]([CH:23]=[CH:24][C:25]=3[CH3:26])[C:20](O)=[O:21])=[O:15])[C:9](=[O:13])[NH:10]2)=[CH:5][C:4]=1[O:27][CH2:28][CH2:29][O:30][CH3:31].CN(C(ON1N=NC2C=CC=NC1=2)=[N+](C)C)C.F[P-](F)(F)(F)(F)F.CCN(C(C)C)C(C)C.[Cl:65][C:66]1[CH:67]=[C:68]([CH:71]=[CH:72][CH:73]=1)[CH2:69][NH2:70].C([O-])(O)=O.[Na+], predict the reaction product. The product is: [Cl:65][C:66]1[CH:67]=[C:68]([CH:71]=[CH:72][CH:73]=1)[CH2:69][NH:70][C:20]([C:19]1[CH:23]=[CH:24][C:25]([CH3:26])=[C:17]([NH:16][C:14]([C:8]2[C:9](=[O:13])[NH:10][C:11]3[C:6]([CH:7]=2)=[CH:5][C:4]([O:27][CH2:28][CH2:29][O:30][CH3:31])=[C:3]([O:2][CH3:1])[CH:12]=3)=[O:15])[CH:18]=1)=[O:21]. (5) The product is: [NH2:9][C:10]1[N:15]=[C:14]([OH:16])[C:13]([CH2:17][C:18]2[CH:27]=[CH:26][C:21]([CH2:22][OH:23])=[CH:20][C:19]=2[O:28][CH3:29])=[C:12]([CH3:30])[N:11]=1. Given the reactants C([BH-](CC)CC)C.[Li+].[NH2:9][C:10]1[N:15]=[C:14]([OH:16])[C:13]([CH2:17][C:18]2[CH:27]=[CH:26][C:21]([C:22](OC)=[O:23])=[CH:20][C:19]=2[O:28][CH3:29])=[C:12]([CH3:30])[N:11]=1.O.Cl, predict the reaction product.